Dataset: Full USPTO retrosynthesis dataset with 1.9M reactions from patents (1976-2016). Task: Predict the reactants needed to synthesize the given product. (1) Given the product [CH:1]([C:17]1[O:18][C:19]([C:22]([O:24][CH2:25][CH3:26])=[O:23])=[CH:20][N:21]=1)=[CH2:2], predict the reactants needed to synthesize it. The reactants are: [CH2:1]([Sn](CCCC)(CCCC)C=C)[CH2:2]CC.Cl[C:17]1[O:18][C:19]([C:22]([O:24][CH2:25][CH3:26])=[O:23])=[CH:20][N:21]=1. (2) Given the product [Cl:34][C:33]([Cl:36])([Cl:35])[CH2:32][O:31][C:29]([N:8]1[CH2:13][CH2:12][C:11](=[C:14]2[C:15]3[CH:16]=[CH:17][CH:18]=[CH:19][C:20]=3[O:21][C:22]3[C:27]2=[CH:26][CH:25]=[CH:24][CH:23]=3)[CH2:10][CH2:9]1)=[O:30], predict the reactants needed to synthesize it. The reactants are: C1(C[N:8]2[CH2:13][CH2:12][C:11](=[C:14]3[C:27]4[CH:26]=[CH:25][CH:24]=[CH:23][C:22]=4[O:21][C:20]4[C:15]3=[CH:16][CH:17]=[CH:18][CH:19]=4)[CH2:10][CH2:9]2)C=CC=CC=1.Cl[C:29]([O:31][CH2:32][C:33]([Cl:36])([Cl:35])[Cl:34])=[O:30]. (3) Given the product [Br:3][C:4]1[CH:5]=[CH:6][CH:7]=[C:8]2[C:13]=1[N:12]=[C:11]([Cl:14])[N:10]=[C:9]2[NH2:2], predict the reactants needed to synthesize it. The reactants are: [OH-].[NH3:2].[Br:3][C:4]1[CH:5]=[CH:6][CH:7]=[C:8]2[C:13]=1[N:12]=[C:11]([Cl:14])[N:10]=[C:9]2Cl. (4) The reactants are: Cl.[NH:2]1[CH2:7][CH2:6][CH:5]=[C:4]([C:8]([O:10][CH3:11])=[O:9])[CH2:3]1.[CH2:12]1[C:26]2[C:21](=[CH:22][CH:23]=[CH:24][CH:25]=2)[CH:20](Cl)[C:19]2[C:14](=[CH:15][CH:16]=[CH:17][CH:18]=2)[CH2:13]1.[I-].[Na+].C(N(CC)CC)C. Given the product [CH:15]1[C:14]2[CH2:13][CH2:12][C:26]3[CH:25]=[CH:24][CH:23]=[CH:22][C:21]=3[CH:20]([N:2]3[CH2:7][CH2:6][CH:5]=[C:4]([C:8]([O:10][CH3:11])=[O:9])[CH2:3]3)[C:19]=2[CH:18]=[CH:17][CH:16]=1, predict the reactants needed to synthesize it. (5) The reactants are: [Cl:1][C:2]1[CH:7]=[C:6]([Cl:8])[CH:5]=[C:4]([Cl:9])[C:3]=1[N:10]1[C:14]2=[N:15][C:16]([CH2:20][C:21]3[CH:26]=[CH:25][CH:24]=[C:23]([OH:27])[CH:22]=3)=[N:17][C:18](=[O:19])[C:13]2=[C:12]([CH:28]([CH3:30])[CH3:29])[NH:11]1.[CH2:31]=O.[CH3:33][NH:34][CH3:35].O. Given the product [Cl:1][C:2]1[CH:7]=[C:6]([Cl:8])[CH:5]=[C:4]([Cl:9])[C:3]=1[N:10]1[C:14]2=[N:15][C:16]([CH2:20][C:21]3[CH:26]=[CH:25][C:24]([CH2:33][N:34]([CH3:31])[CH3:35])=[C:23]([OH:27])[CH:22]=3)=[N:17][C:18](=[O:19])[C:13]2=[C:12]([CH:28]([CH3:30])[CH3:29])[NH:11]1, predict the reactants needed to synthesize it. (6) Given the product [Cl:1][C:2]1[CH:3]=[C:4]([C:12]2[O:16][N:15]=[C:14]([C:17]3[CH:18]=[CH:19][CH:20]=[C:21]4[C:25]=3[N:24]([CH3:26])[CH:23]=[C:22]4[C:27]([OH:29])=[O:28])[N:13]=2)[CH:5]=[CH:6][C:7]=1[O:8][CH:9]([CH3:10])[CH3:11], predict the reactants needed to synthesize it. The reactants are: [Cl:1][C:2]1[CH:3]=[C:4]([C:12]2[O:16][N:15]=[C:14]([C:17]3[CH:18]=[CH:19][CH:20]=[C:21]4[C:25]=3[N:24]([CH3:26])[CH:23]=[C:22]4[CH:27]=[O:28])[N:13]=2)[CH:5]=[CH:6][C:7]=1[O:8][CH:9]([CH3:11])[CH3:10].[O-:29][Mn](=O)(=O)=O.[K+].[OH-].[K+]. (7) The reactants are: [F:1][C:2]([F:18])([F:17])[C:3](O[C:6]1[C:11](F)=[C:10](F)[C:9](F)=[C:8](F)C=1F)=[O:4].[NH2:19][C:20]1[CH:24]=[C:23]([CH2:25][C:26]([OH:28])=O)[NH:22][N:21]=1.N1C=CC=CC=1.[F:35][C:36]1[C:42]([F:43])=[CH:41][CH:40]=[CH:39][C:37]=1[NH2:38].Cl. Given the product [CH3:6][CH2:11][CH2:10][CH:9]([CH3:8])[CH3:20].[F:35][C:36]1[C:42]([F:43])=[CH:41][CH:40]=[CH:39][C:37]=1[NH:38][C:26](=[O:28])[CH2:25][C:23]1[NH:22][N:21]=[C:20]([NH:19][C:3](=[O:4])[C:2]([F:18])([F:17])[F:1])[CH:24]=1, predict the reactants needed to synthesize it. (8) Given the product [NH2:23][C:2]1[CH:10]=[CH:9][CH:8]=[C:7]2[C:3]=1[CH2:4][N:5]([CH:12]1[CH2:17][CH2:16][C:15](=[O:18])[NH:14][C:13]1=[O:19])[C:6]2=[O:11], predict the reactants needed to synthesize it. The reactants are: Cl[C:2]1[CH:10]=[CH:9][CH:8]=[C:7]2[C:3]=1[CH2:4][N:5]([CH:12]1[CH2:17][CH2:16][C:15](=[O:18])[NH:14][C:13]1=[O:19])[C:6]2=[O:11].C([O-])=O.[NH4+:23].